This data is from NCI-60 drug combinations with 297,098 pairs across 59 cell lines. The task is: Regression. Given two drug SMILES strings and cell line genomic features, predict the synergy score measuring deviation from expected non-interaction effect. (1) Drug 1: COC1=C(C=C2C(=C1)N=CN=C2NC3=CC(=C(C=C3)F)Cl)OCCCN4CCOCC4. Drug 2: CC1=CC=C(C=C1)C2=CC(=NN2C3=CC=C(C=C3)S(=O)(=O)N)C(F)(F)F. Cell line: CCRF-CEM. Synergy scores: CSS=14.0, Synergy_ZIP=-2.98, Synergy_Bliss=-3.30, Synergy_Loewe=-4.24, Synergy_HSA=-1.76. (2) Drug 1: CC12CCC(CC1=CCC3C2CCC4(C3CC=C4C5=CN=CC=C5)C)O. Drug 2: C1=CC(=CC=C1CC(C(=O)O)N)N(CCCl)CCCl.Cl. Cell line: SK-MEL-28. Synergy scores: CSS=2.60, Synergy_ZIP=0.360, Synergy_Bliss=2.22, Synergy_Loewe=-2.61, Synergy_HSA=-1.74. (3) Drug 1: C1CCC(C1)C(CC#N)N2C=C(C=N2)C3=C4C=CNC4=NC=N3. Drug 2: CC(C)(C#N)C1=CC(=CC(=C1)CN2C=NC=N2)C(C)(C)C#N. Cell line: SR. Synergy scores: CSS=44.3, Synergy_ZIP=0.253, Synergy_Bliss=-0.464, Synergy_Loewe=-2.36, Synergy_HSA=-2.36. (4) Drug 1: CN(C)N=NC1=C(NC=N1)C(=O)N. Drug 2: CC1C(C(=O)NC(C(=O)N2CCCC2C(=O)N(CC(=O)N(C(C(=O)O1)C(C)C)C)C)C(C)C)NC(=O)C3=C4C(=C(C=C3)C)OC5=C(C(=O)C(=C(C5=N4)C(=O)NC6C(OC(=O)C(N(C(=O)CN(C(=O)C7CCCN7C(=O)C(NC6=O)C(C)C)C)C)C(C)C)C)N)C. Cell line: HCT-15. Synergy scores: CSS=1.71, Synergy_ZIP=-0.450, Synergy_Bliss=0.287, Synergy_Loewe=-2.44, Synergy_HSA=-2.14. (5) Drug 1: CC1=C(C=C(C=C1)NC2=NC=CC(=N2)N(C)C3=CC4=NN(C(=C4C=C3)C)C)S(=O)(=O)N.Cl. Drug 2: C1CN(P(=O)(OC1)NCCCl)CCCl. Cell line: MDA-MB-435. Synergy scores: CSS=-5.98, Synergy_ZIP=2.17, Synergy_Bliss=-2.13, Synergy_Loewe=-5.82, Synergy_HSA=-6.10. (6) Drug 1: CC(CN1CC(=O)NC(=O)C1)N2CC(=O)NC(=O)C2. Drug 2: CC1=CC=C(C=C1)C2=CC(=NN2C3=CC=C(C=C3)S(=O)(=O)N)C(F)(F)F. Cell line: MCF7. Synergy scores: CSS=14.1, Synergy_ZIP=-5.91, Synergy_Bliss=-3.52, Synergy_Loewe=-5.27, Synergy_HSA=-2.31. (7) Synergy scores: CSS=31.4, Synergy_ZIP=-9.32, Synergy_Bliss=-0.913, Synergy_Loewe=-3.27, Synergy_HSA=0.0213. Drug 2: C1CC(C1)(C(=O)O)C(=O)O.[NH2-].[NH2-].[Pt+2]. Cell line: UACC62. Drug 1: CN(C)N=NC1=C(NC=N1)C(=O)N.